From a dataset of Catalyst prediction with 721,799 reactions and 888 catalyst types from USPTO. Predict which catalyst facilitates the given reaction. (1) Reactant: Br[C:2]1[CH:3]=[CH:4][C:5]2[NH:10][S:9](=[O:12])(=[O:11])[CH2:8][CH2:7][C:6]=2[CH:13]=1.[F:14][C:15]([F:26])([F:25])[C:16]1[CH:21]=[CH:20][C:19](B(O)O)=[CH:18][CH:17]=1.C([O-])(=O)C.[K+].Cl. Product: [F:14][C:15]([F:26])([F:25])[C:16]1[CH:21]=[CH:20][C:19]([C:2]2[CH:3]=[CH:4][C:5]3[NH:10][S:9](=[O:12])(=[O:11])[CH2:8][CH2:7][C:6]=3[CH:13]=2)=[CH:18][CH:17]=1. The catalyst class is: 203. (2) Reactant: [Na].Cl.C(O[C:6](=[NH:8])[CH3:7])C.[CH3:9][C:10]1[CH:19]=[CH:18][C:13]([C:14]([NH:16][NH2:17])=[O:15])=[CH:12][CH:11]=1. Product: [NH:8]=[C:6]([N:16]([C:14](=[O:15])[C:13]1[CH:12]=[CH:11][C:10]([CH3:9])=[CH:19][CH:18]=1)[NH2:17])[CH3:7]. The catalyst class is: 8. (3) Reactant: [Cl-].[Cl-].[CH-:3]1[CH:7]=[CH:6][CH:5]=[CH:4]1.[CH-:8]1[CH:12]=[CH:11][CH:10]=[CH:9]1.[Ti+2:13].[CH3:14][Mg]Cl.C1COCC1. Product: [CH3:8][C-:3]1[CH:7]=[CH:6][CH:5]=[CH:4]1.[C-:8]1([CH3:14])[CH:12]=[CH:11][CH:10]=[CH:9]1.[Ti+2:13]. The catalyst class is: 11. (4) Reactant: [CH3:1][C:2]([C:6]1[CH:10]=[C:9]([NH:11][C:12](=O)[O:13]C2C=CC=CC=2)[N:8]([C:21]2[CH:26]=[CH:25][C:24]([CH3:27])=[CH:23][CH:22]=2)[N:7]=1)([C:4]#[CH:5])[CH3:3].[NH2:28][C:29]1[C:38]2[C:33](=[CH:34][CH:35]=[CH:36][CH:37]=2)[C:32]([O:39][C:40]2[CH:45]=[CH:44][N:43]=[C:42]([NH:46][C:47]3[CH:48]=[C:49]([CH:61]=[C:62]([C:64]#[CH:65])[CH:63]=3)[C:50]([NH:52][CH2:53][CH2:54][N:55]3[CH2:60][CH2:59][O:58][CH2:57][CH2:56]3)=[O:51])[N:41]=2)=[CH:31][CH:30]=1.C(N(CC)CC)C. Product: [C:64]([C:62]1[CH:61]=[C:49]([CH:48]=[C:47]([NH:46][C:42]2[N:41]=[C:40]([O:39][C:32]3[C:33]4[C:38](=[CH:37][CH:36]=[CH:35][CH:34]=4)[C:29]([NH:28][C:12]([NH:11][C:9]4[N:8]([C:21]5[CH:26]=[CH:25][C:24]([CH3:27])=[CH:23][CH:22]=5)[N:7]=[C:6]([C:2]([CH3:3])([C:4]#[CH:5])[CH3:1])[CH:10]=4)=[O:13])=[CH:30][CH:31]=3)[CH:45]=[CH:44][N:43]=2)[CH:63]=1)[C:50]([NH:52][CH2:53][CH2:54][N:55]1[CH2:60][CH2:59][O:58][CH2:57][CH2:56]1)=[O:51])#[CH:65]. The catalyst class is: 480. (5) Reactant: [F:1][C:2]1[CH:7]=[CH:6][CH:5]=[C:4]([F:8])[C:3]=1[N:9]1[C:14]2[N:15]=[C:16](S(C)=O)[N:17]=[C:18]([C:19]3[CH:20]=[C:21]([CH:32]=[CH:33][C:34]=3[CH3:35])[C:22]([NH:24][C:25]3[CH:30]=[CH:29][C:28]([F:31])=[CH:27][CH:26]=3)=[O:23])[C:13]=2[CH:12]=[CH:11][C:10]1=[O:39].[NH2:40][CH2:41][CH2:42][N:43]([CH3:51])[C:44](=[O:50])[O:45][C:46]([CH3:49])([CH3:48])[CH3:47]. Product: [F:1][C:2]1[CH:7]=[CH:6][CH:5]=[C:4]([F:8])[C:3]=1[N:9]1[C:14]2[N:15]=[C:16]([NH:40][CH2:41][CH2:42][N:43]([CH3:51])[C:44](=[O:50])[O:45][C:46]([CH3:47])([CH3:48])[CH3:49])[N:17]=[C:18]([C:19]3[CH:20]=[C:21]([C:22]([NH:24][C:25]4[CH:30]=[CH:29][C:28]([F:31])=[CH:27][CH:26]=4)=[O:23])[CH:32]=[CH:33][C:34]=3[CH3:35])[C:13]=2[CH:12]=[CH:11][C:10]1=[O:39]. The catalyst class is: 2. (6) Product: [CH3:18][C:17]1[C:12]([C:9]2[S:8][C:7]([CH2:6][CH2:5][CH2:4][CH2:3][OH:2])=[CH:11][CH:10]=2)=[N:13][C:14]([NH:19][CH:20]2[CH2:21][C:22]([CH3:28])([CH3:29])[NH:23][C:24]([CH3:27])([CH3:26])[CH2:25]2)=[N:15][CH:16]=1. Reactant: C[O:2][C:3](=O)[CH2:4][CH2:5][CH2:6][C:7]1[S:8][C:9]([C:12]2[C:17]([CH3:18])=[CH:16][N:15]=[C:14]([NH:19][CH:20]3[CH2:25][C:24]([CH3:27])([CH3:26])[NH:23][C:22]([CH3:29])([CH3:28])[CH2:21]3)[N:13]=2)=[CH:10][CH:11]=1.[H-].[H-].[H-].[H-].[Li+].[Al+3]. The catalyst class is: 1.